This data is from Catalyst prediction with 721,799 reactions and 888 catalyst types from USPTO. The task is: Predict which catalyst facilitates the given reaction. (1) The catalyst class is: 392. Product: [Cl:1][C:2]1[CH:3]=[CH:4][C:5]([NH:8][C:9](=[O:15])[O:10][C:11]([CH3:12])([CH3:14])[CH3:13])=[C:6]([CH:26]([C:25]2[CH:28]=[CH:29][CH:30]=[C:31]([O:32][CH2:33][CH3:34])[C:24]=2[O:23][CH2:21][CH3:22])[OH:27])[CH:7]=1. Reactant: [Cl:1][C:2]1[CH:7]=[CH:6][C:5]([NH:8][C:9](=[O:15])[O:10][C:11]([CH3:14])([CH3:13])[CH3:12])=[CH:4][CH:3]=1.C([Li])(CC)C.[CH2:21]([O:23][C:24]1[C:31]([O:32][CH2:33][CH3:34])=[CH:30][CH:29]=[CH:28][C:25]=1[CH:26]=[O:27])[CH3:22].[Cl-].[NH4+]. (2) Reactant: Br[C:2]1[CH:3]=[C:4]2[C:8](=[CH:9][CH:10]=1)[N:7]([C:11](=[O:21])[CH2:12][C:13]1[CH:18]=[C:17]([F:19])[CH:16]=[CH:15][C:14]=1[F:20])[CH2:6][CH2:5]2.B1(B2OC(C)(C)C(C)(C)O2)OC(C)(C)C(C)(C)O1.C([O-])(=O)C.[K+].Br[C:46]1[C:54]2[C:49](=[N:50][CH:51]=[N:52][C:53]=2[NH2:55])[N:48]([CH3:56])[N:47]=1.C([O-])(O)=O.[Na+]. Product: [F:20][C:14]1[CH:15]=[CH:16][C:17]([F:19])=[CH:18][C:13]=1[CH2:12][C:11]([N:7]1[C:8]2[C:4](=[CH:3][C:2]([C:46]3[C:54]4[C:49](=[N:50][CH:51]=[N:52][C:53]=4[NH2:55])[N:48]([CH3:56])[N:47]=3)=[CH:10][CH:9]=2)[CH2:5][CH2:6]1)=[O:21]. The catalyst class is: 819. (3) Reactant: [CH3:1][NH:2][C:3](=[O:23])[C:4]1[CH:9]=[C:8]([O:10][C:11]2[CH:22]=[CH:21][C:14]3[N:15]=[C:16](S(C)=O)[S:17][C:13]=3[CH:12]=2)[CH:7]=[CH:6][N:5]=1.[NH2:24][C@@H:25]1[C:33]2[C:28](=[CH:29][CH:30]=[CH:31][CH:32]=2)[CH2:27][C@@H:26]1[OH:34].CCN(C(C)C)C(C)C.C(O)(C(F)(F)F)=O. Product: [OH:34][C@H:26]1[CH2:27][C:28]2[C:33](=[CH:32][CH:31]=[CH:30][CH:29]=2)[C@H:25]1[NH:24][C:16]1[S:17][C:13]2[CH:12]=[C:11]([O:10][C:8]3[CH:7]=[CH:6][N:5]=[C:4]([C:3]([NH:2][CH3:1])=[O:23])[CH:9]=3)[CH:22]=[CH:21][C:14]=2[N:15]=1. The catalyst class is: 37.